This data is from Full USPTO retrosynthesis dataset with 1.9M reactions from patents (1976-2016). The task is: Predict the reactants needed to synthesize the given product. (1) The reactants are: [NH2:1][C:2]1[NH:6][N:5]=[C:4]2[C:7]([CH3:18])([CH3:17])[N:8]([C:10]([O:12][C:13]([CH3:16])([CH3:15])[CH3:14])=[O:11])[CH2:9][C:3]=12.C(N(CC)C(C)C)(C)C.[CH3:28][CH2:29][O:30][C:31](C)=[O:32]. Given the product [NH2:1][C:2]1[N:6]([C:31]([O:30][CH2:29][CH3:28])=[O:32])[N:5]=[C:4]2[C:7]([CH3:18])([CH3:17])[N:8]([C:10]([O:12][C:13]([CH3:16])([CH3:15])[CH3:14])=[O:11])[CH2:9][C:3]=12, predict the reactants needed to synthesize it. (2) Given the product [C:27]([O:26][C:24]([NH:23][C@H:20]1[CH2:19][CH2:18][C@H:17]([N:13]([CH2:14][CH2:15][CH3:16])[C:4]2[C:5]([CH3:12])=[C:6]([C:7]([O:9][CH3:10])=[O:8])[CH:11]=[C:2]([C:39]3[CH:40]=[CH:41][C:42]([CH2:43][N:44]4[CH2:49][CH2:48][O:47][CH2:46][CH2:45]4)=[CH:50][CH:51]=3)[CH:3]=2)[CH2:22][CH2:21]1)=[O:25])([CH3:30])([CH3:28])[CH3:29], predict the reactants needed to synthesize it. The reactants are: Br[C:2]1[CH:3]=[C:4]([N:13]([C@H:17]2[CH2:22][CH2:21][C@H:20]([NH:23][C:24]([O:26][C:27]([CH3:30])([CH3:29])[CH3:28])=[O:25])[CH2:19][CH2:18]2)[CH2:14][CH2:15][CH3:16])[C:5]([CH3:12])=[C:6]([CH:11]=1)[C:7]([O:9][CH3:10])=[O:8].CC1(C)C(C)(C)OB([C:39]2[CH:51]=[CH:50][C:42]([CH2:43][N:44]3[CH2:49][CH2:48][O:47][CH2:46][CH2:45]3)=[CH:41][CH:40]=2)O1.C([O-])([O-])=O.[Na+].[Na+]. (3) Given the product [CH3:19][N:18]([CH3:20])[CH:15]1[CH2:16][CH2:17][N:12]([CH2:11][C:9]2[S:10][C:5]3[C:4]([N:21]4[CH2:26][CH2:25][O:24][CH2:23][CH2:22]4)=[N:3][C:2]([N:27]4[C:35]5[CH:34]=[CH:33][N:32]=[CH:31][C:30]=5[CH:29]=[CH:28]4)=[N:7][C:6]=3[CH:8]=2)[CH2:13][CH2:14]1, predict the reactants needed to synthesize it. The reactants are: Cl[C:2]1[N:3]=[C:4]([N:21]2[CH2:26][CH2:25][O:24][CH2:23][CH2:22]2)[C:5]2[S:10][C:9]([CH2:11][N:12]3[CH2:17][CH2:16][CH:15]([N:18]([CH3:20])[CH3:19])[CH2:14][CH2:13]3)=[CH:8][C:6]=2[N:7]=1.[NH:27]1[C:35]2[CH:34]=[CH:33][N:32]=[CH:31][C:30]=2[CH:29]=[CH:28]1.